From a dataset of Reaction yield outcomes from USPTO patents with 853,638 reactions. Predict the reaction yield, written as a fraction of the theoretical maximum amount of product (1.0 means a 100% yield; for example, 0.34 means a 34% yield). (1) The reactants are [Br:1][C:2]1[CH:7]=[C:6]([N+:8]([O-])=O)[CH:5]=[C:4]([Cl:11])[CH:3]=1. The catalyst is C(O)(=O)C.[Zn]. The product is [Br:1][C:2]1[CH:7]=[C:6]([NH2:8])[CH:5]=[C:4]([Cl:11])[CH:3]=1. The yield is 0.990. (2) The reactants are [I:1][C:2]1[CH:8]=[CH:7][C:5]([NH2:6])=[C:4]([F:9])[CH:3]=1.[F:10][C:11]1[CH:16]=[C:15]([F:17])[C:14]([N+:18]([O-:20])=[O:19])=[C:13](F)[C:12]=1[F:22]. The catalyst is C1COCC1. The product is [F:9][C:4]1[CH:3]=[C:2]([I:1])[CH:8]=[CH:7][C:5]=1[NH:6][C:13]1[C:14]([N+:18]([O-:20])=[O:19])=[C:15]([F:17])[CH:16]=[C:11]([F:10])[C:12]=1[F:22]. The yield is 0.700. (3) The reactants are [Br:1][C:2]1[CH:7]=[CH:6][C:5]([C@H:8]2[CH2:19][CH2:18][C@@:10]3([NH:14]C(=O)N(C)[C:11]3=[O:17])[CH2:9]2)=[CH:4][CH:3]=1.[OH-].[Na+].[O:22]1CCOCC1.Cl. The catalyst is O.C(O)(=O)C. The product is [NH2:14][C@:10]1([C:11]([OH:22])=[O:17])[CH2:18][CH2:19][C@H:8]([C:5]2[CH:6]=[CH:7][C:2]([Br:1])=[CH:3][CH:4]=2)[CH2:9]1. The yield is 0.950. (4) The reactants are Br[C:2]1[CH:3]=[C:4]([NH:10][C:11]2[CH:16]=[CH:15][C:14]([C:17]([N:19]3[C@@H:24]([CH3:25])[CH2:23][O:22][CH2:21][C@H:20]3[CH3:26])=[O:18])=[CH:13][N:12]=2)[C:5](=[O:9])[N:6]([CH3:8])[CH:7]=1.[C:27]([O:30][CH2:31][C:32]1[C:33]([N:47]2[CH2:58][CH2:57][N:56]3[C:49](=[CH:50][C:51]4[CH2:52][C:53]([CH3:60])([CH3:59])[CH2:54][C:55]=43)[C:48]2=[O:61])=[N:34][CH:35]=[CH:36][C:37]=1B1OC(C)(C)C(C)(C)O1)(=[O:29])[CH3:28].[O-]P([O-])([O-])=O.[K+].[K+].[K+].C([O-])(=O)C.[Na+]. The catalyst is C1C=CC(P(C2C=CC=CC=2)[C-]2C=CC=C2)=CC=1.C1C=CC(P(C2C=CC=CC=2)[C-]2C=CC=C2)=CC=1.Cl[Pd]Cl.[Fe+2].O.C(#N)C. The product is [C:27]([O:30][CH2:31][C:32]1[C:33]([N:47]2[CH2:58][CH2:57][N:56]3[C:49](=[CH:50][C:51]4[CH2:52][C:53]([CH3:60])([CH3:59])[CH2:54][C:55]=43)[C:48]2=[O:61])=[N:34][CH:35]=[CH:36][C:37]=1[C:2]1[CH:3]=[C:4]([NH:10][C:11]2[CH:16]=[CH:15][C:14]([C:17]([N:19]3[C@@H:24]([CH3:25])[CH2:23][O:22][CH2:21][C@H:20]3[CH3:26])=[O:18])=[CH:13][N:12]=2)[C:5](=[O:9])[N:6]([CH3:8])[CH:7]=1)(=[O:29])[CH3:28]. The yield is 0.640. (5) The reactants are [CH2:1]([O:8][C:9]1[CH:10]=[C:11]([C:16](/[CH:19]=[CH:20]/OCC)=[CH:17][N:18]=1)[C:12](OC)=[O:13])[C:2]1[CH:7]=[CH:6][CH:5]=[CH:4][CH:3]=1.CC1C=CC(S(O)(=O)=O)=CC=1.O.[NH3:36]. No catalyst specified. The product is [CH2:1]([O:8][C:9]1[CH:10]=[C:11]2[C:16]([CH:19]=[CH:20][N:36]=[C:12]2[OH:13])=[CH:17][N:18]=1)[C:2]1[CH:7]=[CH:6][CH:5]=[CH:4][CH:3]=1. The yield is 0.970. (6) The product is [CH:1]([C@@H:14]1[O:15][CH2:16][C@@H:17]([OH:18])[CH2:19][CH2:20]1)([C:8]1[CH:13]=[CH:12][CH:11]=[CH:10][CH:9]=1)[C:2]1[CH:3]=[CH:4][CH:5]=[CH:6][CH:7]=1. The reactants are [CH:1]([C@H:14]1[CH2:20][C@H:19]2[C@H:17]([O:18]2)[CH2:16][O:15]1)([C:8]1[CH:13]=[CH:12][CH:11]=[CH:10][CH:9]=1)[C:2]1[CH:7]=[CH:6][CH:5]=[CH:4][CH:3]=1.C([C@H]1OC[C@H](O)CC1)(C1C=CC=CC=1)C1C=CC=CC=1. The catalyst is CCCCC. The yield is 0.700.